From a dataset of Catalyst prediction with 721,799 reactions and 888 catalyst types from USPTO. Predict which catalyst facilitates the given reaction. (1) Reactant: Cl[C:2]1[N:11]=[C:10]([NH:12][CH2:13][C@@H:14]2[CH2:19][N:18]([C:20](=[O:24])[CH:21]([F:23])[F:22])[CH2:17][CH2:16][O:15]2)[C:9]2[C:4](=[N:5][CH:6]=[CH:7][N:8]=2)[CH:3]=1.C([O-])([O-])=O.[Cs+].[Cs+].[CH3:31][N:32]1[CH2:37][CH2:36][N:35]([C:38]2[CH:43]=[CH:42][C:41](B3OC(C)(C)C(C)(C)O3)=[CH:40][CH:39]=2)[CH2:34][CH2:33]1. Product: [F:22][CH:21]([F:23])[C:20]([N:18]1[CH2:17][CH2:16][O:15][C@H:14]([CH2:13][NH:12][C:10]2[C:9]3[C:4](=[N:5][CH:6]=[CH:7][N:8]=3)[CH:3]=[C:2]([C:41]3[CH:40]=[CH:39][C:38]([N:35]4[CH2:36][CH2:37][N:32]([CH3:31])[CH2:33][CH2:34]4)=[CH:43][CH:42]=3)[N:11]=2)[CH2:19]1)=[O:24]. The catalyst class is: 70. (2) Reactant: C(O[C:6]([NH:8][CH2:9][CH2:10][O:11][C:12]1[CH:17]=[CH:16][C:15]([CH2:18][CH:19]([O:25][C:26]2[CH:31]=[CH:30][C:29]([CH:32]([CH3:34])[CH3:33])=[CH:28][CH:27]=2)[C:20]([O:22][CH2:23][CH3:24])=[O:21])=[CH:14][CH:13]=1)=[O:7])(C)(C)C.[C:35]1([C:44]2[CH:49]=[CH:48][CH:47]=[CH:46][CH:45]=2)[CH:40]=[CH:39][C:38](C(O)=O)=[CH:37][CH:36]=1.C(P(=O)(OCC)OCC)#N. Product: [C:35]1([C:44]2[CH:45]=[CH:46][CH:47]=[CH:48][CH:49]=2)[CH:40]=[CH:39][C:38]([C:6]([NH:8][CH2:9][CH2:10][O:11][C:12]2[CH:17]=[CH:16][C:15]([CH2:18][CH:19]([O:25][C:26]3[CH:31]=[CH:30][C:29]([CH:32]([CH3:33])[CH3:34])=[CH:28][CH:27]=3)[C:20]([O:22][CH2:23][CH3:24])=[O:21])=[CH:14][CH:13]=2)=[O:7])=[CH:37][CH:36]=1. The catalyst class is: 66. (3) Reactant: CC(C)([O-])C.[Na+].CO[CH:9]=[CH:10][C:11]([O:13][CH3:14])=[O:12].[Cl:15][C:16]1[CH:21]=[C:20]([C:22]([F:25])([F:24])[F:23])[CH:19]=[CH:18][C:17]=1[CH2:26][C:27]#[N:28].C(O)(=O)CC(CC(O)=O)(C(O)=O)O. Product: [CH3:14][O:13][C:11](=[O:12])[CH2:10][CH:9]=[C:26]([C:17]1[CH:18]=[CH:19][C:20]([C:22]([F:23])([F:24])[F:25])=[CH:21][C:16]=1[Cl:15])[C:27]#[N:28]. The catalyst class is: 7. (4) Reactant: [CH2:1]([NH:3][CH:4]1[CH2:8][CH2:7][CH:6]([C:9]2[C:17]3[C:12](=[CH:13][CH:14]=[C:15]([N+:18]([O-:20])=[O:19])[CH:16]=3)[NH:11][CH:10]=2)[CH2:5]1)[CH3:2].[CH3:21][C:22]([O:25][C:26](O[C:26]([O:25][C:22]([CH3:24])([CH3:23])[CH3:21])=[O:27])=[O:27])([CH3:24])[CH3:23].C(N(CC)CC)C. Product: [CH2:1]([N:3]([CH:4]1[CH2:8][CH2:7][CH:6]([C:9]2[C:17]3[C:12](=[CH:13][CH:14]=[C:15]([N+:18]([O-:20])=[O:19])[CH:16]=3)[NH:11][CH:10]=2)[CH2:5]1)[C:26](=[O:27])[O:25][C:22]([CH3:24])([CH3:23])[CH3:21])[CH3:2]. The catalyst class is: 12. (5) Reactant: [C:1]([C:5]([NH:7][C@@H:8]([C@@H:13]([C:15]1[O:19][N:18]=[C:17]([C:20]2[CH:25]=[CH:24][C:23]([S:26]([CH3:29])(=[O:28])=[O:27])=[CH:22][C:21]=2[Cl:30])[N:16]=1)[CH3:14])[C:9]([O:11]C)=[O:10])=[O:6])([CH3:4])([CH3:3])[CH3:2].O1CCCC1.O.[OH-].[Li+]. Product: [C:1]([C:5]([NH:7][C@@H:8]([C@@H:13]([C:15]1[O:19][N:18]=[C:17]([C:20]2[CH:25]=[CH:24][C:23]([S:26]([CH3:29])(=[O:28])=[O:27])=[CH:22][C:21]=2[Cl:30])[N:16]=1)[CH3:14])[C:9]([OH:11])=[O:10])=[O:6])([CH3:2])([CH3:3])[CH3:4]. The catalyst class is: 6. (6) Reactant: Cl[C:2]1[CH:7]=[CH:6][N:5]=[C:4]2[NH:8][CH:9]=[CH:10][C:3]=12.[F:11][C:12]1[CH:17]=[C:16]([N+:18]([O-:20])=[O:19])[CH:15]=[CH:14][C:13]=1[OH:21].C(N(CC)C(C)C)(C)C. Product: [F:11][C:12]1[CH:17]=[C:16]([N+:18]([O-:20])=[O:19])[CH:15]=[CH:14][C:13]=1[O:21][C:2]1[CH:7]=[CH:6][N:5]=[C:4]2[NH:8][CH:9]=[CH:10][C:3]=12. The catalyst class is: 13. (7) Reactant: C(=O)([O-])[O-].[K+].[K+].FC(F)(F)C([N:11]1[CH2:15][CH2:14][CH2:13][CH:12]1[C:16]1[C:30]([O:31][C:32]2[CH:37]=[CH:36][C:35]([S:38]([CH3:41])(=[O:40])=[O:39])=[CH:34][CH:33]=2)=[CH:29][C:19]2[N:20]=[C:21]([C:23]3[CH:28]=[N:27][CH:26]=[CH:25][N:24]=3)[NH:22][C:18]=2[CH:17]=1)=O. Product: [CH3:41][S:38]([C:35]1[CH:36]=[CH:37][C:32]([O:31][C:30]2[C:16]([CH:12]3[CH2:13][CH2:14][CH2:15][NH:11]3)=[CH:17][C:18]3[NH:22][C:21]([C:23]4[CH:28]=[N:27][CH:26]=[CH:25][N:24]=4)=[N:20][C:19]=3[CH:29]=2)=[CH:33][CH:34]=1)(=[O:40])=[O:39]. The catalyst class is: 24.